From a dataset of TCR-epitope binding with 47,182 pairs between 192 epitopes and 23,139 TCRs. Binary Classification. Given a T-cell receptor sequence (or CDR3 region) and an epitope sequence, predict whether binding occurs between them. (1) The epitope is LLLGIGILV. The TCR CDR3 sequence is CASSLTGGAGAFF. Result: 1 (the TCR binds to the epitope). (2) The epitope is KLPDDFTGCV. The TCR CDR3 sequence is CASSQHSPFFQYNEQFF. Result: 1 (the TCR binds to the epitope). (3) The epitope is ARMILMTHF. The TCR CDR3 sequence is CASSQDRNYGYTF. Result: 0 (the TCR does not bind to the epitope). (4) Result: 0 (the TCR does not bind to the epitope). The TCR CDR3 sequence is CASSPGQGGYGQYF. The epitope is GTHWFVTQR. (5) The TCR CDR3 sequence is CASSQVGTGETQYF. Result: 1 (the TCR binds to the epitope). The epitope is YEGNSPFHPL. (6) The epitope is TLDSKTQSL. The TCR CDR3 sequence is CASSHNFRDWGNTDTQYF. Result: 1 (the TCR binds to the epitope).